Dataset: Forward reaction prediction with 1.9M reactions from USPTO patents (1976-2016). Task: Predict the product of the given reaction. (1) Given the reactants [Cl:1][C:2]1[C:10](I)=[C:5]2[CH:6]=[CH:7][CH:8]=[CH:9][N:4]2[N:3]=1.C([Li])CCC.CCCCCC.C1(C)C=CC(S([C:32]#[N:33])(=O)=O)=CC=1, predict the reaction product. The product is: [Cl:1][C:2]1[C:10]([C:32]#[N:33])=[C:5]2[CH:6]=[CH:7][CH:8]=[CH:9][N:4]2[N:3]=1. (2) Given the reactants C(OC([N:8]1[C:13]2[CH:14]=[C:15]([Cl:23])[C:16]([N:18]3[CH2:22][CH2:21][CH2:20][CH2:19]3)=[CH:17][C:12]=2[O:11][CH:10]([C:24]([N:26]2[CH2:31][CH2:30][C:29]([C:40]#[N:41])([CH2:32][C:33]3[CH:38]=[CH:37][C:36]([F:39])=[CH:35][CH:34]=3)[CH2:28][CH2:27]2)=[O:25])[CH2:9]1)=O)(C)(C)C.FC(F)(F)C(O)=O, predict the reaction product. The product is: [Cl:23][C:15]1[C:16]([N:18]2[CH2:19][CH2:20][CH2:21][CH2:22]2)=[CH:17][C:12]2[O:11][CH:10]([C:24]([N:26]3[CH2:27][CH2:28][C:29]([CH2:32][C:33]4[CH:38]=[CH:37][C:36]([F:39])=[CH:35][CH:34]=4)([C:40]#[N:41])[CH2:30][CH2:31]3)=[O:25])[CH2:9][NH:8][C:13]=2[CH:14]=1. (3) Given the reactants [CH2:1]([C:3]1[NH:11][C:10]2[C:5](=[N:6][CH:7]=[N:8][C:9]=2[C:12]2[C:17]([CH3:18])=[CH:16][C:15]([CH3:19])=[CH:14][C:13]=2[CH3:20])[N:4]=1)[CH3:2].[H-].[Na+].Br[CH2:24][CH2:25][CH2:26][CH3:27], predict the reaction product. The product is: [CH2:24]([N:4]1[C:3]([CH2:1][CH3:2])=[N:11][C:10]2[C:5]1=[N:6][CH:7]=[N:8][C:9]=2[C:12]1[C:17]([CH3:18])=[CH:16][C:15]([CH3:19])=[CH:14][C:13]=1[CH3:20])[CH2:25][CH2:26][CH3:27]. (4) The product is: [Cl:15][C:16]1[CH:21]=[CH:20][C:19]([CH2:22][NH:23][C:2]2[CH:11]=[CH:10][C:5]([C:6]([O:8][CH3:9])=[O:7])=[CH:4][C:3]=2[N+:12]([O-:14])=[O:13])=[CH:18][CH:17]=1. Given the reactants F[C:2]1[CH:11]=[CH:10][C:5]([C:6]([O:8][CH3:9])=[O:7])=[CH:4][C:3]=1[N+:12]([O-:14])=[O:13].[Cl:15][C:16]1[CH:21]=[CH:20][C:19]([CH2:22][NH2:23])=[CH:18][CH:17]=1.CCN(C(C)C)C(C)C, predict the reaction product.